Dataset: Reaction yield outcomes from USPTO patents with 853,638 reactions. Task: Predict the reaction yield, written as a fraction of the theoretical maximum amount of product (1.0 means a 100% yield; for example, 0.34 means a 34% yield). (1) The reactants are Br[C:2]1[C:10]2[S:9][C:8]([NH:11][C:12]([NH:14][CH2:15][CH3:16])=[O:13])=[N:7][C:6]=2[CH:5]=[C:4]([C:17]2[CH:18]=[N:19][CH:20]=[C:21]([O:23][CH3:24])[CH:22]=2)[CH:3]=1.[Br-].[N:26]1[CH:31]=[CH:30][CH:29]=[CH:28][C:27]=1[Zn+]. The catalyst is O1CCCC1.Cl[Pd](Cl)([P](C1C=CC=CC=1)(C1C=CC=CC=1)C1C=CC=CC=1)[P](C1C=CC=CC=1)(C1C=CC=CC=1)C1C=CC=CC=1. The product is [CH2:15]([NH:14][C:12]([NH:11][C:8]1[S:9][C:10]2[C:2]([C:27]3[CH:28]=[CH:29][CH:30]=[CH:31][N:26]=3)=[CH:3][C:4]([C:17]3[CH:18]=[N:19][CH:20]=[C:21]([O:23][CH3:24])[CH:22]=3)=[CH:5][C:6]=2[N:7]=1)=[O:13])[CH3:16]. The yield is 0.270. (2) The reactants are [CH2:1]1[C:9]2[C:4](=[CH:5][C:6]([NH:10][NH2:11])=[CH:7][CH:8]=2)[CH2:3][CH2:2]1.[C:12](OCC)(=[O:17])[CH2:13][C:14]([CH3:16])=O. The catalyst is C(O)(=O)C. The product is [CH2:1]1[C:9]2[C:4](=[CH:5][C:6]([N:10]3[C:12](=[O:17])[CH2:13][C:14]([CH3:16])=[N:11]3)=[CH:7][CH:8]=2)[CH2:3][CH2:2]1. The yield is 0.623. (3) The reactants are [C:1]([C:4]1[CH:9]=[CH:8][C:7]([S:10]([NH2:13])(=[O:12])=[O:11])=[CH:6][CH:5]=1)(=[O:3])[CH3:2].[C:14](OC(=O)C)(=[O:16])[CH3:15]. The catalyst is CN(C1C=CN=CC=1)C.N1C=CC=CC=1. The product is [C:1]([C:4]1[CH:5]=[CH:6][C:7]([S:10]([NH:13][C:14](=[O:16])[CH3:15])(=[O:11])=[O:12])=[CH:8][CH:9]=1)(=[O:3])[CH3:2]. The yield is 0.760. (4) The reactants are [Cl:1][C:2]1[CH:7]=[CH:6][CH:5]=[C:4]([Cl:8])[C:3]=1[CH2:9][CH2:10][C:11]1[C:15]([CH2:16][OH:17])=[C:14]([CH:18]([CH3:20])[CH3:19])[O:13][N:12]=1.O[C:22]1[CH:27]=[CH:26][C:25]([C:28]2[CH:37]=[C:36]3[C:31]([CH:32]=[CH:33][C:34]([C:38]([O:40][CH3:41])=[O:39])=[CH:35]3)=[CH:30][CH:29]=2)=[CH:24][CH:23]=1.C1(P(C2C=CC=CC=2)C2C=CC=CC=2)C=CC=CC=1.N(C(OC(C)C)=O)=NC(OC(C)C)=O. The catalyst is ClCCl. The product is [Cl:1][C:2]1[CH:7]=[CH:6][CH:5]=[C:4]([Cl:8])[C:3]=1[CH2:9][CH2:10][C:11]1[C:15]([CH2:16][O:17][C:22]2[CH:23]=[CH:24][C:25]([C:28]3[CH:37]=[C:36]4[C:31]([CH:32]=[CH:33][C:34]([C:38]([O:40][CH3:41])=[O:39])=[CH:35]4)=[CH:30][CH:29]=3)=[CH:26][CH:27]=2)=[C:14]([CH:18]([CH3:20])[CH3:19])[O:13][N:12]=1. The yield is 0.640. (5) The reactants are [NH2:1][C:2]1[CH:7]=[CH:6][C:5]([CH2:8][CH2:9][C:10]([NH2:12])=[O:11])=[CH:4][C:3]=1Br.[C:14]1(B2OC(C)(C)C(C)(C)O2)[CH2:19][CH2:18][CH2:17][CH2:16][CH:15]=1.C([O-])([O-])=O.[Na+].[Na+]. The catalyst is O1CCOCC1.[Cl-].[Na+].O.C1C=CC([P]([Pd]([P](C2C=CC=CC=2)(C2C=CC=CC=2)C2C=CC=CC=2)([P](C2C=CC=CC=2)(C2C=CC=CC=2)C2C=CC=CC=2)[P](C2C=CC=CC=2)(C2C=CC=CC=2)C2C=CC=CC=2)(C2C=CC=CC=2)C2C=CC=CC=2)=CC=1. The product is [NH2:1][C:2]1[CH:7]=[CH:6][C:5]([CH2:8][CH2:9][C:10]([NH2:12])=[O:11])=[CH:4][C:3]=1[C:14]1[CH2:19][CH2:18][CH2:17][CH2:16][CH:15]=1. The yield is 0.880. (6) The reactants are [Cl:1][C:2]1[CH:9]=[C:8]([O:10][CH3:11])[CH:7]=[CH:6][C:3]=1[C:4]#[N:5].Cl.[NH2:13][OH:14].C(N(CC)CC)C. The yield is 0.840. The catalyst is CCO. The product is [Cl:1][C:2]1[CH:9]=[C:8]([O:10][CH3:11])[CH:7]=[CH:6][C:3]=1[C:4](=[N:13][OH:14])[NH2:5].